This data is from Catalyst prediction with 721,799 reactions and 888 catalyst types from USPTO. The task is: Predict which catalyst facilitates the given reaction. (1) Reactant: [H-].C([Al+]CC(C)C)C(C)C.[CH2:11]([N:18]1[CH2:22][CH2:21][C@@H:20]([NH:23][C:24]2[C:34]([Cl:35])=[CH:33][C:27]([C:28](OCC)=[O:29])=[CH:26][N:25]=2)[CH2:19]1)[C:12]1[CH:17]=[CH:16][CH:15]=[CH:14][CH:13]=1.C(C(C(C([O-])=O)O)O)([O-])=O.[K+].[Na+].[O-]S([O-])(=O)=O.[Mg+2]. Product: [CH2:11]([N:18]1[CH2:22][CH2:21][C@@H:20]([NH:23][C:24]2[N:25]=[CH:26][C:27]([CH2:28][OH:29])=[CH:33][C:34]=2[Cl:35])[CH2:19]1)[C:12]1[CH:17]=[CH:16][CH:15]=[CH:14][CH:13]=1. The catalyst class is: 224. (2) Reactant: [Cl:1][CH2:2][C:3](Cl)=[O:4].[NH2:6][C:7]1[CH:12]=[CH:11][N:10]=[CH:9][N:8]=1.CCN(CC)CC. Product: [Cl:1][CH2:2][C:3]([NH:6][C:7]1[CH:12]=[CH:11][N:10]=[CH:9][N:8]=1)=[O:4]. The catalyst class is: 22. (3) Reactant: [NH:1]1[CH2:4][CH2:3][CH2:2]1.C(N(CC)C(C)C)(C)C.[C:14]([O:18][C:19]([NH:21][C@@H:22]([C:26]1[CH:31]=[CH:30][C:29]([O:32][CH2:33][CH2:34][O:35][CH:36]2[CH2:41][CH2:40][CH2:39][CH2:38][O:37]2)=[CH:28][CH:27]=1)[C:23](O)=[O:24])=[O:20])([CH3:17])([CH3:16])[CH3:15]. Product: [C:14]([O:18][C:19](=[O:20])[NH:21][C@@H:22]([C:26]1[CH:31]=[CH:30][C:29]([O:32][CH2:33][CH2:34][O:35][CH:36]2[CH2:41][CH2:40][CH2:39][CH2:38][O:37]2)=[CH:28][CH:27]=1)[C:23]([N:1]1[CH2:4][CH2:3][CH2:2]1)=[O:24])([CH3:17])([CH3:15])[CH3:16]. The catalyst class is: 4. (4) Reactant: [N:1]1[C:6]2[CH:7]=[N:8][CH:9]=[CH:10][C:5]=2[C:4]([N:11]2[CH2:16][CH2:15][CH:14]([CH2:17][N:18]3[CH2:27][C:26]4[C:21](=[CH:22][CH:23]=[CH:24][CH:25]=4)[NH:20][C:19]3=[O:28])[CH2:13][CH2:12]2)=[N:3][CH:2]=1.ClC1C=C(C=CC=1)C(OO)=[O:34].C(=O)(O)[O-].[Na+].C(#N)C.O. Product: [O:28]=[C:19]1[N:18]([CH2:17][CH:14]2[CH2:13][CH2:12][N:11]([C:4]3[C:5]4[CH:10]=[CH:9][N+:8]([O-:34])=[CH:7][C:6]=4[N:1]=[CH:2][N:3]=3)[CH2:16][CH2:15]2)[CH2:27][C:26]2[C:21](=[CH:22][CH:23]=[CH:24][CH:25]=2)[NH:20]1. The catalyst class is: 4. (5) Reactant: [F:1][C:2]1[C:7]([NH2:8])=[CH:6][CH:5]=[C:4]([F:9])[C:3]=1[NH:10][C:11]1[C:16]([C:17]2[N:25]=[CH:24][N:23]=[C:22]3[C:18]=2[N:19]=[CH:20][N:21]3[CH:26]2[CH2:31][CH2:30][CH2:29][CH2:28][O:27]2)=[CH:15][CH:14]=[CH:13][N:12]=1.[Cl:32][C:33]1[C:34]([F:43])=[C:35]([S:39](Cl)(=[O:41])=[O:40])[CH:36]=[CH:37][CH:38]=1.N1C=CC=CC=1. Product: [Cl:32][C:33]1[C:34]([F:43])=[C:35]([S:39]([NH:8][C:7]2[CH:6]=[CH:5][C:4]([F:9])=[C:3]([NH:10][C:11]3[C:16]([C:17]4[N:25]=[CH:24][N:23]=[C:22]5[C:18]=4[N:19]=[CH:20][N:21]5[CH:26]4[CH2:31][CH2:30][CH2:29][CH2:28][O:27]4)=[CH:15][CH:14]=[CH:13][N:12]=3)[C:2]=2[F:1])(=[O:41])=[O:40])[CH:36]=[CH:37][CH:38]=1. The catalyst class is: 4.